Dataset: NCI-60 drug combinations with 297,098 pairs across 59 cell lines. Task: Regression. Given two drug SMILES strings and cell line genomic features, predict the synergy score measuring deviation from expected non-interaction effect. (1) Drug 1: CC(C1=C(C=CC(=C1Cl)F)Cl)OC2=C(N=CC(=C2)C3=CN(N=C3)C4CCNCC4)N. Drug 2: C1=NC2=C(N=C(N=C2N1C3C(C(C(O3)CO)O)O)F)N. Cell line: SK-MEL-28. Synergy scores: CSS=0.911, Synergy_ZIP=-2.11, Synergy_Bliss=-8.38, Synergy_Loewe=-12.5, Synergy_HSA=-12.3. (2) Drug 1: C1CCC(C1)C(CC#N)N2C=C(C=N2)C3=C4C=CNC4=NC=N3. Drug 2: CCCCC(=O)OCC(=O)C1(CC(C2=C(C1)C(=C3C(=C2O)C(=O)C4=C(C3=O)C=CC=C4OC)O)OC5CC(C(C(O5)C)O)NC(=O)C(F)(F)F)O. Cell line: HS 578T. Synergy scores: CSS=4.73, Synergy_ZIP=2.97, Synergy_Bliss=5.22, Synergy_Loewe=1.05, Synergy_HSA=-0.732. (3) Drug 1: CN(C)C1=NC(=NC(=N1)N(C)C)N(C)C. Drug 2: CCN(CC)CCCC(C)NC1=C2C=C(C=CC2=NC3=C1C=CC(=C3)Cl)OC. Cell line: 786-0. Synergy scores: CSS=42.9, Synergy_ZIP=5.58, Synergy_Bliss=0.955, Synergy_Loewe=-58.5, Synergy_HSA=-1.34.